From a dataset of Full USPTO retrosynthesis dataset with 1.9M reactions from patents (1976-2016). Predict the reactants needed to synthesize the given product. (1) Given the product [C:1]1([CH2:7][C:8]([O:10][C:26]([CH3:29])([CH3:28])[CH3:27])=[O:9])[CH:6]=[CH:5][CH:4]=[CH:3][CH:2]=1, predict the reactants needed to synthesize it. The reactants are: [C:1]1([CH2:7][C:8]([OH:10])=[O:9])[CH:6]=[CH:5][CH:4]=[CH:3][CH:2]=1.Cl(O)(=O)(=O)=O.C([O-])(O)=O.[Na+].CCOCC.[C:26](OC(C)=O)([CH3:29])([CH3:28])[CH3:27]. (2) Given the product [I:1][C:2]1[CH:3]=[C:4]2[C:8](=[CH:9][CH:10]=1)[NH:7][CH:6]=[C:5]2[C@@H:11]1[CH2:15][CH2:14][CH2:13][C@H:12]1[CH2:16][N:19]([CH3:20])[CH3:18], predict the reactants needed to synthesize it. The reactants are: [I:1][C:2]1[CH:3]=[C:4]2[C:8](=[CH:9][CH:10]=1)[NH:7][CH:6]=[C:5]2[C@H:11]1[CH2:15][CH2:14][CH2:13][C@@H:12]1[CH:16]=O.[CH3:18][NH:19][CH3:20].C(O)(=O)C.[BH-](OC(C)=O)(OC(C)=O)OC(C)=O.[Na+]. (3) Given the product [Cl:1][C:2]1[CH:7]=[C:6]([O:8][CH3:9])[CH:5]=[CH:4][C:3]=1[CH:10]([CH3:22])[C:11]([C:13]1[CH:18]=[N:17][C:16]([CH3:19])=[CH:15][N:14]=1)=[O:12], predict the reactants needed to synthesize it. The reactants are: [Cl:1][C:2]1[CH:7]=[C:6]([O:8][CH3:9])[CH:5]=[CH:4][C:3]=1[CH2:10][C:11]([C:13]1[CH:18]=[N:17][C:16]([CH3:19])=[CH:15][N:14]=1)=[O:12].[H-].[Na+].[CH3:22]I. (4) Given the product [CH:1]1[C:10]2[CH2:9][CH2:8][CH2:7][CH2:6][C:5]=2[CH:4]=[CH:3][N+:2]=1[O-:13], predict the reactants needed to synthesize it. The reactants are: [CH:1]1[C:10]2[CH2:9][CH2:8][CH2:7][CH2:6][C:5]=2[CH:4]=[CH:3][N:2]=1.CC(O)=[O:13]. (5) Given the product [Si:13]([O:1][C@@H:2]([CH3:7])[C:3]([O:5][CH3:6])=[O:4])([C:16]([CH3:19])([CH3:18])[CH3:17])([CH3:15])[CH3:14], predict the reactants needed to synthesize it. The reactants are: [OH:1][C@@H:2]([CH3:7])[C:3]([O:5][CH3:6])=[O:4].N1C=CN=C1.[Si:13](Cl)([C:16]([CH3:19])([CH3:18])[CH3:17])([CH3:15])[CH3:14].